From a dataset of Peptide-MHC class II binding affinity with 134,281 pairs from IEDB. Regression. Given a peptide amino acid sequence and an MHC pseudo amino acid sequence, predict their binding affinity value. This is MHC class II binding data. (1) The peptide sequence is AKDVIPEGWKADTAY. The MHC is DRB1_1602 with pseudo-sequence DRB1_1602. The binding affinity (normalized) is 0.125. (2) The peptide sequence is IQYVNYWFAPGAGAA. The MHC is HLA-DQA10401-DQB10402 with pseudo-sequence HLA-DQA10401-DQB10402. The binding affinity (normalized) is 0.270. (3) The peptide sequence is KIEIDQDHQEEICEV. The MHC is HLA-DQA10501-DQB10301 with pseudo-sequence HLA-DQA10501-DQB10301. The binding affinity (normalized) is 0.271. (4) The peptide sequence is SLLNNQFGTMPSLTM. The MHC is DRB3_0101 with pseudo-sequence DRB3_0101. The binding affinity (normalized) is 0.500. (5) The peptide sequence is YDKFLANVSTVRTGK. The MHC is DRB3_0202 with pseudo-sequence DRB3_0202. The binding affinity (normalized) is 0.896. (6) The peptide sequence is DFNEFISFCNANPGL. The MHC is DRB5_0101 with pseudo-sequence DRB5_0101. The binding affinity (normalized) is 0.576. (7) The peptide sequence is DGGGFYADDTAGWDT. The MHC is DRB5_0101 with pseudo-sequence DRB5_0101. The binding affinity (normalized) is 0.376. (8) The peptide sequence is ILGLNKIVRMY. The MHC is DRB5_0101 with pseudo-sequence DRB5_0101. The binding affinity (normalized) is 0.317. (9) The peptide sequence is TRKYLPAIVREAIKR. The MHC is DRB1_0802 with pseudo-sequence DRB1_0802. The binding affinity (normalized) is 0.181. (10) The peptide sequence is SGIAFGSMAKKGDEQ. The MHC is HLA-DPA10103-DPB10301 with pseudo-sequence HLA-DPA10103-DPB10301. The binding affinity (normalized) is 0.0660.